From a dataset of Choline transporter screen with 302,306 compounds. Binary Classification. Given a drug SMILES string, predict its activity (active/inactive) in a high-throughput screening assay against a specified biological target. (1) The molecule is S(=O)(=O)(N1CCOCC1)c1cc(OC)c(NC(=O)C(OCC)=O)cc1. The result is 0 (inactive). (2) The molecule is S(=O)(=O)(N1C(CC(O)C1)C(O)=O)c1sccc1. The result is 0 (inactive). (3) The molecule is O(C(=O)C1CCCN(C1)C(=O)c1c2c(c(=O)n(c1)CC(C)C)cc(OC)c(OC)c2)CC. The result is 0 (inactive). (4) The compound is S(=O)(=O)(N1CCN(CC1)c1c(F)cccc1)CCNC(=O)CCC1CCCC1. The result is 0 (inactive). (5) The molecule is S(=O)(=O)(C1(CC1)C(=O)Nc1cc(OC)c(OC)cc1)c1ccc(cc1)C. The result is 0 (inactive). (6) The compound is FC(F)(F)c1cc(CC2(CCN(CC2)Cc2[nH]nc(c2)CC(C)C)CO)ccc1. The result is 0 (inactive). (7) The compound is Clc1cc(CSCc2oc(C(=O)NCCCN3CCC(CC3)C)cc2)ccc1. The result is 0 (inactive). (8) The drug is s1c(NC(=O)CN2CCCCC2)nc(CC(OCC)=O)c1. The result is 0 (inactive). (9) The molecule is S(=O)(=O)(N1CCCCC1)c1cc(NC(=O)C2CN(C(=O)C2)Cc2occc2)ccc1. The result is 0 (inactive). (10) The molecule is S=C(NC1CCCCC1)NC(c1cc(c(cc1)C)C)C. The result is 1 (active).